This data is from Peptide-MHC class II binding affinity with 134,281 pairs from IEDB. The task is: Regression. Given a peptide amino acid sequence and an MHC pseudo amino acid sequence, predict their binding affinity value. This is MHC class II binding data. (1) The peptide sequence is TKGEGGVWTFDSEEP. The MHC is HLA-DPA10103-DPB10301 with pseudo-sequence HLA-DPA10103-DPB10301. The binding affinity (normalized) is 0. (2) The peptide sequence is EKIQKAFDDIAKYFSK. The MHC is HLA-DPA10201-DPB10101 with pseudo-sequence HLA-DPA10201-DPB10101. The binding affinity (normalized) is 0.384. (3) The peptide sequence is FYNEKAFLLTTFDVS. The MHC is DRB4_0101 with pseudo-sequence DRB4_0103. The binding affinity (normalized) is 0.606. (4) The peptide sequence is DPMVQIPRLVANNTR. The MHC is DRB3_0202 with pseudo-sequence DRB3_0202. The binding affinity (normalized) is 0.430. (5) The peptide sequence is ILCLVPAYSFLPGVY. The binding affinity (normalized) is 0.929. The MHC is DRB1_0101 with pseudo-sequence DRB1_0101. (6) The MHC is HLA-DQA10201-DQB10301 with pseudo-sequence HLA-DQA10201-DQB10301. The binding affinity (normalized) is 0. The peptide sequence is VIGLYGNGILVGDNS.